From a dataset of Catalyst prediction with 721,799 reactions and 888 catalyst types from USPTO. Predict which catalyst facilitates the given reaction. Reactant: [CH3:1][C:2]1[CH:3]=[CH:4][C:5]([I:11])=[C:6]([CH:10]=1)[C:7](O)=[O:8].B.C1COCC1.O. Product: [I:11][C:5]1[CH:4]=[CH:3][C:2]([CH3:1])=[CH:10][C:6]=1[CH2:7][OH:8]. The catalyst class is: 1.